Predict the reactants needed to synthesize the given product. From a dataset of Full USPTO retrosynthesis dataset with 1.9M reactions from patents (1976-2016). (1) Given the product [CH2:13]([O:12][C:11]([NH:10][C:2]([C:4]1[C:22]([C:21]([O:25][CH3:26])=[O:24])=[CH:7][S:6][N:5]=1)([CH3:3])[CH3:1])=[O:20])[C:14]1[CH:19]=[CH:18][CH:17]=[CH:16][CH:15]=1.[CH2:13]([O:12][C:11]([NH:10][C:2]([C:4]1[CH:23]=[C:22]([C:21]([O:25][CH3:26])=[O:24])[S:6][N:5]=1)([CH3:3])[CH3:1])=[O:20])[C:14]1[CH:15]=[CH:16][CH:17]=[CH:18][CH:19]=1, predict the reactants needed to synthesize it. The reactants are: [CH3:1][C:2]([NH:10][C:11](=[O:20])[O:12][CH2:13][C:14]1[CH:19]=[CH:18][CH:17]=[CH:16][CH:15]=1)([C:4]1O[C:7](=O)[S:6][N:5]=1)[CH3:3].[C:21]([O:25][CH3:26])(=[O:24])[C:22]#[CH:23]. (2) Given the product [CH2:1]([N:8]([CH2:13][CH:28]1[CH2:30][CH2:29]1)[C:9](=[O:12])[CH2:10][Cl:11])[C:2]1[CH:7]=[CH:6][CH:5]=[CH:4][CH:3]=1, predict the reactants needed to synthesize it. The reactants are: [CH2:1]([N:8]([CH3:13])[C:9](=[O:12])[CH2:10][Cl:11])[C:2]1[CH:7]=[CH:6][CH:5]=[CH:4][CH:3]=1.ClCC(Cl)=O.C(NC[CH:28]1[CH2:30][CH2:29]1)C1C=CC=CC=1.C(Cl)Cl.CO. (3) Given the product [CH2:31]([N:33]1[CH2:37][CH2:36][N:35]([C:16]2[C:17]3[C:22]([CH3:24])([CH3:23])[C:21](=[O:25])[NH:20][C:18]=3[N:19]=[C:14]([C:7]3[C:8]4[C:9](=[N:10][CH:11]=[CH:12][CH:13]=4)[N:5]([CH2:4][C:3]4[CH:27]=[CH:28][CH:29]=[CH:30][C:2]=4[F:1])[N:6]=3)[N:15]=2)[C:34]1=[O:38])[CH3:32], predict the reactants needed to synthesize it. The reactants are: [F:1][C:2]1[CH:30]=[CH:29][CH:28]=[CH:27][C:3]=1[CH2:4][N:5]1[C:9]2=[N:10][CH:11]=[CH:12][CH:13]=[C:8]2[C:7]([C:14]2[N:15]=[C:16](I)[C:17]3[C:22]([CH3:24])([CH3:23])[C:21](=[O:25])[NH:20][C:18]=3[N:19]=2)=[N:6]1.[CH2:31]([N:33]1[CH2:37][CH2:36][NH:35][C:34]1=[O:38])[CH3:32].C(=O)([O-])[O-].[Cs+].[Cs+].OC1C=CC=CC=1C=NO. (4) Given the product [Cl:20][C:21]1[CH:26]=[CH:25][C:24]([C:27]2[S:31][C:30]([C:32]([NH:1][CH2:2][CH:3]3[CH2:8][CH2:7][CH2:6][N:5]([C:9]4[CH:14]=[CH:13][CH:12]=[CH:11][C:10]=4[CH2:15][C:16]([O:18][CH3:19])=[O:17])[CH2:4]3)=[O:33])=[C:29]([CH3:35])[CH:28]=2)=[CH:23][CH:22]=1, predict the reactants needed to synthesize it. The reactants are: [NH2:1][CH2:2][CH:3]1[CH2:8][CH2:7][CH2:6][N:5]([C:9]2[CH:14]=[CH:13][CH:12]=[CH:11][C:10]=2[CH2:15][C:16]([O:18][CH3:19])=[O:17])[CH2:4]1.[Cl:20][C:21]1[CH:26]=[CH:25][C:24]([C:27]2[S:31][C:30]([C:32](O)=[O:33])=[C:29]([CH3:35])[CH:28]=2)=[CH:23][CH:22]=1. (5) Given the product [CH3:9][C:28]1([CH3:33])[C:27](=[O:26])[N:10]([C:11]2[CH:12]=[CH:13][C:14]([C:17]([CH3:23])([CH3:22])[C:18]([O:20][CH3:21])=[O:19])=[CH:15][CH:16]=2)[C:5](=[O:4])[NH:29]1, predict the reactants needed to synthesize it. The reactants are: ClC([O:4][C:5](Cl)(Cl)Cl)=O.[CH4:9].[NH2:10][C:11]1[CH:16]=[CH:15][C:14]([C:17]([CH3:23])([CH3:22])[C:18]([O:20][CH3:21])=[O:19])=[CH:13][CH:12]=1.Cl.C[O:26][C:27](=O)[CH2:28][N:29](C)C.[C:33]1(C)C=CC=CC=1. (6) Given the product [C:1]([O:5][C:6]([N:8]1[CH2:12][C@@H:11]([F:28])[CH2:10][C@H:9]1[C:14]([O:16][CH3:17])=[O:15])=[O:7])([CH3:4])([CH3:3])[CH3:2], predict the reactants needed to synthesize it. The reactants are: [C:1]([O:5][C:6]([N:8]1[CH2:12][C@H:11](O)[CH2:10][C@H:9]1[C:14]([O:16][CH3:17])=[O:15])=[O:7])([CH3:4])([CH3:3])[CH3:2].[F-].[Na+].C(N(/C(/F)=C(\F)/C(F)(F)[F:28])CC)C.C(N(C(F)(F)C(F)C(F)(F)F)CC)C.